Dataset: Full USPTO retrosynthesis dataset with 1.9M reactions from patents (1976-2016). Task: Predict the reactants needed to synthesize the given product. (1) Given the product [CH2:15]([N:22]([CH2:13][C:3]1[C:2]([Cl:1])=[N:7][C:6]([N:8]([CH3:12])[CH2:9][CH2:10][CH3:11])=[CH:5][N:4]=1)[CH2:23][C@@H:24]([OH:28])[CH2:25][O:26][CH3:27])[C:16]1[CH:21]=[CH:20][CH:19]=[CH:18][CH:17]=1, predict the reactants needed to synthesize it. The reactants are: [Cl:1][C:2]1[C:3]([CH:13]=O)=[N:4][CH:5]=[C:6]([N:8]([CH3:12])[CH2:9][CH2:10][CH3:11])[N:7]=1.[CH2:15]([NH:22][CH2:23][C@@H:24]([OH:28])[CH2:25][O:26][CH3:27])[C:16]1[CH:21]=[CH:20][CH:19]=[CH:18][CH:17]=1.C(O[BH-](OC(=O)C)OC(=O)C)(=O)C.[Na+].C(=O)([O-])O.[Na+]. (2) Given the product [Cl:24][C:7]1[CH:8]=[CH:9][CH:4]=[CH:5][C:6]=1[O:10][C:12]1[C:21]2[C:16](=[CH:17][CH:18]=[CH:19][CH:20]=2)[C:15]([CH:22]=[O:23])=[CH:14][CH:13]=1, predict the reactants needed to synthesize it. The reactants are: [H-].[Na+].Cl[C:4]1[CH:5]=[C:6]([OH:10])[CH:7]=[CH:8][CH:9]=1.F[C:12]1[C:21]2[C:16](=[CH:17][CH:18]=[CH:19][CH:20]=2)[C:15]([CH:22]=[O:23])=[CH:14][CH:13]=1.[ClH:24]. (3) Given the product [CH3:32][O:33][C:27]1[CH:26]=[C:24]([NH:25][C:2]2[N:3]=[CH:4][C:5]3[CH2:11][N:10]([C:12]([C:14]4[CH:15]=[N:16][CH:17]=[CH:18][CH:19]=4)=[O:13])[CH2:9][CH2:8][C:6]=3[N:7]=2)[CH:23]=[C:22]([O:21][CH3:20])[CH:28]=1, predict the reactants needed to synthesize it. The reactants are: Cl[C:2]1[N:3]=[CH:4][C:5]2[CH2:11][N:10]([C:12]([C:14]3[CH:15]=[N:16][CH:17]=[CH:18][CH:19]=3)=[O:13])[CH2:9][CH2:8][C:6]=2[N:7]=1.[CH3:20][O:21][C:22]1[CH:23]=[C:24]([CH:26]=[CH:27][C:28]=1OC)[NH2:25].C[CH2:32][O:33]C(C)=O.